Dataset: TCR-epitope binding with 47,182 pairs between 192 epitopes and 23,139 TCRs. Task: Binary Classification. Given a T-cell receptor sequence (or CDR3 region) and an epitope sequence, predict whether binding occurs between them. The epitope is YSEHPTFTSQY. The TCR CDR3 sequence is CASSVTGEPYEQYF. Result: 0 (the TCR does not bind to the epitope).